From a dataset of Retrosynthesis with 50K atom-mapped reactions and 10 reaction types from USPTO. Predict the reactants needed to synthesize the given product. (1) Given the product COc1cc2ncnc(Oc3ccc4[nH]ccc4c3F)c2cc1OCC1CCN(C(C)=O)CC1, predict the reactants needed to synthesize it. The reactants are: CC(=O)Cl.COc1cc2ncnc(Oc3ccc4[nH]ccc4c3F)c2cc1OCC1CCNCC1. (2) Given the product O=[N+]([O-])c1ccc(CN2CCN(c3ccc4nnc(C(F)(F)F)n4n3)CC2)cc1, predict the reactants needed to synthesize it. The reactants are: FC(F)(F)c1nnc2ccc(N3CCNCC3)nn12.O=Cc1ccc([N+](=O)[O-])cc1. (3) Given the product CCOCCOCN(CCC(C)C)C(=O)C(Cl)Cl, predict the reactants needed to synthesize it. The reactants are: CC(C)CCN(CCl)C(=O)C(Cl)Cl.CCOCCO.